From a dataset of Full USPTO retrosynthesis dataset with 1.9M reactions from patents (1976-2016). Predict the reactants needed to synthesize the given product. (1) Given the product [CH2:11]([CH:8]1[C:9]2[C:5](=[CH:4][CH:3]=[C:2]([N:25]([C:34]([O:36][C:37]([CH3:40])([CH3:39])[CH3:38])=[O:35])[NH:26][C:27]([O:29][C:30]([CH3:31])([CH3:32])[CH3:33])=[O:28])[CH:10]=2)[CH2:6][CH2:7]1)[CH3:12], predict the reactants needed to synthesize it. The reactants are: Br[C:2]1[CH:10]=[C:9]2[C:5]([CH2:6][CH2:7][CH:8]2[CH2:11][CH3:12])=[CH:4][CH:3]=1.C([Li])(C)(C)C.C(=O)=O.CC(C)=O.[N:25]([C:34]([O:36][C:37]([CH3:40])([CH3:39])[CH3:38])=[O:35])=[N:26][C:27]([O:29][C:30]([CH3:33])([CH3:32])[CH3:31])=[O:28]. (2) Given the product [N:57]1([C:60]2[CH:66]=[CH:65][C:64]([N:67]3[CH2:68][CH2:69][O:70][CH2:71][CH2:72]3)=[CH:63][C:61]=2[NH:62][C:74]2[C:83]3[C:78](=[C:79]([CH3:85])[CH:80]=[CH:81][C:82]=3[F:84])[N:77]=[C:76]([C:86]3[CH:91]=[CH:90][CH:89]=[CH:88][N:87]=3)[C:75]=2[CH3:92])[CH2:58][CH2:59][O:54][CH2:55][CH2:56]1, predict the reactants needed to synthesize it. The reactants are: C1(P(C2CCCCC2)C2C=CC=CC=2C2C(C(C)C)=CC(C(C)C)=CC=2C(C)C)CCCCC1.O1CCN(C2C(N)=CC(N3CCOCC3)=CN=2)CC1.[O:54]1[CH2:59][CH2:58][N:57]([C:60]2[CH:66]=[CH:65][C:64]([N:67]3[CH2:72][CH2:71][O:70][CH2:69][CH2:68]3)=[CH:63][C:61]=2[NH2:62])[CH2:56][CH2:55]1.Cl[C:74]1[C:83]2[C:78](=[C:79]([CH3:85])[CH:80]=[CH:81][C:82]=2[F:84])[N:77]=[C:76]([C:86]2[CH:91]=[CH:90][CH:89]=[CH:88][N:87]=2)[C:75]=1[CH3:92].CC(C)([O-])C.[Na+]. (3) Given the product [NH2:8][C:7]1[N:18]([C:12]2[CH:17]=[CH:16][CH:15]=[CH:14][CH:13]=2)[N:19]=[C:2]([CH:3]([F:5])[F:4])[C:6]=1[C:9]#[N:10], predict the reactants needed to synthesize it. The reactants are: Cl[C:2](=[C:6]([C:9]#[N:10])[C:7]#[N:8])[CH:3]([F:5])[F:4].Cl.[C:12]1([NH:18][NH2:19])[CH:17]=[CH:16][CH:15]=[CH:14][CH:13]=1. (4) Given the product [Cl:59][C:28]1[CH:27]=[CH:26][C:25]([CH:24]([C:21]2[CH:20]=[CH:19][C:18]([Cl:17])=[CH:23][CH:22]=2)[N:29]2[CH2:30][C:31](=[C:9]([C:4]3[CH:3]=[C:2]([F:1])[CH:7]=[C:6]([F:8])[CH:5]=3)[C:10]#[N:11])[CH2:32]2)=[CH:15][CH:14]=1, predict the reactants needed to synthesize it. The reactants are: [F:1][C:2]1[CH:3]=[C:4]([CH2:9][C:10]#[N:11])[CH:5]=[C:6]([F:8])[CH:7]=1.C([Li])C[CH2:14][CH3:15].[Cl:17][C:18]1[CH:23]=[CH:22][C:21]([CH:24]([N:29]2[CH2:32][C:31](=C(C3C=C(F)C=C(F)C=3)C(C)(O)C)[CH2:30]2)[CH2:25][CH2:26][CH2:27][CH3:28])=[CH:20][CH:19]=1.C(N(CC)C(C)C)(C)C.CS([Cl:59])(=O)=O.